Dataset: Forward reaction prediction with 1.9M reactions from USPTO patents (1976-2016). Task: Predict the product of the given reaction. Given the reactants C(OC1C(=O)C(Br)=CN2CCN(CC3C=CC=C(Cl)C=3)C(=O)C=12)C1C=CC=CC=1.C([O:37][C:38]1[C:39](=[O:61])[C:40]([C:57]([O:59][CH3:60])=[O:58])=[CH:41][N:42]2[CH2:47][CH2:46][N:45]([CH2:48][C:49]3[CH:54]=[CH:53][CH:52]=[C:51]([Cl:55])[CH:50]=3)[C:44](=[O:56])[C:43]=12)C1C=CC=CC=1, predict the reaction product. The product is: [Cl:55][C:51]1[CH:50]=[C:49]([CH:54]=[CH:53][CH:52]=1)[CH2:48][N:45]1[CH2:46][CH2:47][N:42]2[CH:41]=[C:40]([C:57]([O:59][CH3:60])=[O:58])[C:39](=[O:61])[C:38]([OH:37])=[C:43]2[C:44]1=[O:56].